Task: Predict the reactants needed to synthesize the given product.. Dataset: Full USPTO retrosynthesis dataset with 1.9M reactions from patents (1976-2016) (1) The reactants are: C[O:2][C:3](=[O:13])[CH:4]=[CH:5][C:6]1[CH:7]=[N:8][C:9]([Br:12])=[CH:10][CH:11]=1.[Li+].[OH-]. Given the product [Br:12][C:9]1[N:8]=[CH:7][C:6]([CH:5]=[CH:4][C:3]([OH:13])=[O:2])=[CH:11][CH:10]=1, predict the reactants needed to synthesize it. (2) Given the product [CH3:17][O:16][C:13]1[CH:12]=[CH:11][C:10]([CH2:8][C:5]2[CH:6]=[CH:7][C:2]([I:1])=[CH:3][CH:4]=2)=[CH:15][CH:14]=1, predict the reactants needed to synthesize it. The reactants are: [I:1][C:2]1[CH:7]=[CH:6][C:5]([C:8]([C:10]2[CH:15]=[CH:14][C:13]([O:16][CH3:17])=[CH:12][CH:11]=2)=O)=[CH:4][CH:3]=1.C([SiH](CC)CC)C.[OH-].[Na+]. (3) Given the product [NH:1]1[C:5]2[CH:6]=[CH:7][CH:8]=[CH:9][C:4]=2[N:3]=[C:2]1[C:10]1[C:11]([NH2:22])=[N:12][CH:13]=[C:14]([C:16]2[CH2:17][CH2:18][N:19]([C:31]3[S:32][CH:33]=[CH:34][N:35]=3)[CH2:20][CH:21]=2)[N:15]=1, predict the reactants needed to synthesize it. The reactants are: [NH:1]1[C:5]2[CH:6]=[CH:7][CH:8]=[CH:9][C:4]=2[N:3]=[C:2]1[C:10]1[C:11]([NH2:22])=[N:12][CH:13]=[C:14]([C:16]2[CH2:17][CH2:18][NH:19][CH2:20][CH:21]=2)[N:15]=1.C(N(CC)CC)C.Cl[C:31]1[S:32][CH:33]=[CH:34][N:35]=1. (4) Given the product [C:20]([O:10][CH2:11][CH2:12][O:13][CH2:14][C:15]([F:16])([F:17])[F:18])(=[S:22])[CH3:21], predict the reactants needed to synthesize it. The reactants are: C1(C)C=CC(S([O:10][CH2:11][CH2:12][O:13][CH2:14][C:15]([F:18])([F:17])[F:16])(=O)=O)=CC=1.[C:20]([O-])(=[S:22])[CH3:21].[K+].O. (5) Given the product [CH2:1]([O:8][CH2:9][N:10]1[C:14]2[CH:15]=[N:16][N:17]([CH2:20][O:21][CH2:22][CH2:23][Si:24]([CH3:27])([CH3:26])[CH3:25])[C:18](=[O:19])[C:13]=2[C:12]([CH:45]=[O:46])=[CH:11]1)[C:2]1[CH:7]=[CH:6][CH:5]=[CH:4][CH:3]=1, predict the reactants needed to synthesize it. The reactants are: [CH2:1]([O:8][CH2:9][N:10]1[C:14]2[CH:15]=[N:16][N:17]([CH2:20][O:21][CH2:22][CH2:23][Si:24]([CH3:27])([CH3:26])[CH3:25])[C:18](=[O:19])[C:13]=2[C:12](I)=[CH:11]1)[C:2]1[CH:7]=[CH:6][CH:5]=[CH:4][CH:3]=1.C(N(CC)CC)C.C([SiH](CC)CC)C.CN(C)[CH:45]=[O:46]. (6) Given the product [CH2:13]([NH:14][C:15]([N:3]1[CH2:4][CH:2]1[CH3:1])=[O:16])[CH2:12][CH2:11][CH2:10][CH2:9][CH2:8][NH:5][C:6]([N:3]1[CH2:4][CH:2]1[CH3:1])=[O:7], predict the reactants needed to synthesize it. The reactants are: [CH3:1][CH:2]1[CH2:4][NH:3]1.[N:5]([CH2:8][CH2:9][CH2:10][CH2:11][CH2:12][CH2:13][N:14]=[C:15]=[O:16])=[C:6]=[O:7]. (7) Given the product [C:29]([C:28]1[CH:13]([C:5]2[CH:6]=[CH:7][CH:8]=[C:9]3[C:4]=2[O:3][C:2]([CH3:1])=[CH:11][C:10]3=[O:12])[C:14]([C:15]([O:17][CH2:18][CH:19]2[CH2:22][CH2:21][CH2:20]2)=[O:16])=[C:23]([CH3:24])[NH:26][C:27]=1[CH3:32])(=[O:31])[CH3:30], predict the reactants needed to synthesize it. The reactants are: [CH3:1][C:2]1[O:3][C:4]2[C:9]([C:10](=[O:12])[CH:11]=1)=[CH:8][CH:7]=[CH:6][C:5]=2[CH:13]=[C:14]([C:23](=O)[CH3:24])[C:15]([O:17][CH2:18][CH:19]1[CH2:22][CH2:21][CH2:20]1)=[O:16].[NH2:26][C:27]([CH3:32])=[CH:28][C:29](=[O:31])[CH3:30]. (8) Given the product [CH2:15]([O:14][C:10](=[O:13])[CH:11]([OH:12])[N:7]1[CH2:8][CH:4]([CH2:1][CH2:2][CH3:3])[CH2:5][C:6]1=[O:9])[CH3:16], predict the reactants needed to synthesize it. The reactants are: [CH2:1]([CH:4]1[CH2:8][NH:7][C:6](=[O:9])[CH2:5]1)[CH2:2][CH3:3].[C:10]([O:14][CH2:15][CH3:16])(=[O:13])[CH:11]=[O:12]. (9) The reactants are: [CH:1]1([N:5]2[CH2:11][CH2:10][C:9]3[CH:12]=[CH:13][C:14]([NH:16][C:17](=[O:25])[C:18]4[CH:23]=[CH:22][C:21](I)=[CH:20][CH:19]=4)=[CH:15][C:8]=3[CH2:7][CH2:6]2)[CH2:4][CH2:3][CH2:2]1.C(=O)([O-])[O-].[K+].[K+].CNCCNC.[S:38]1(=[O:44])(=[O:43])[CH2:42][CH2:41][CH2:40][NH:39]1. Given the product [CH:1]1([N:5]2[CH2:11][CH2:10][C:9]3[CH:12]=[CH:13][C:14]([NH:16][C:17](=[O:25])[C:18]4[CH:23]=[CH:22][C:21]([N:39]5[CH2:40][CH2:41][CH2:42][S:38]5(=[O:44])=[O:43])=[CH:20][CH:19]=4)=[CH:15][C:8]=3[CH2:7][CH2:6]2)[CH2:4][CH2:3][CH2:2]1, predict the reactants needed to synthesize it.